Dataset: Reaction yield outcomes from USPTO patents with 853,638 reactions. Task: Predict the reaction yield, written as a fraction of the theoretical maximum amount of product (1.0 means a 100% yield; for example, 0.34 means a 34% yield). (1) The reactants are [C:1]([C:5]1[N:10]=[C:9]([O:11][C:12]2[C:17]([CH3:18])=[CH:16][C:15]([CH3:19])=[CH:14][C:13]=2[CH3:20])[C:8]([C:21](O)=[O:22])=[CH:7][CH:6]=1)([CH3:4])([CH3:3])[CH3:2].[F:24][C:25]1[C:26]([S:32]([NH2:35])(=[O:34])=[O:33])=[N:27][C:28]([F:31])=[CH:29][CH:30]=1.CN(C(ON1N=NC2C=CC=NC1=2)=[N+](C)C)C.F[P-](F)(F)(F)(F)F.C(=O)([O-])[O-].[Na+].[Na+]. The catalyst is CN(C)C=O.O. The product is [C:1]([C:5]1[CH:6]=[CH:7][C:8]([C:21]([NH:35][S:32]([C:26]2[C:25]([F:24])=[CH:30][CH:29]=[C:28]([F:31])[N:27]=2)(=[O:33])=[O:34])=[O:22])=[C:9]([O:11][C:12]2[C:13]([CH3:20])=[CH:14][C:15]([CH3:19])=[CH:16][C:17]=2[CH3:18])[N:10]=1)([CH3:2])([CH3:3])[CH3:4]. The yield is 0.180. (2) The reactants are [OH:1][C:2]1[C:3](=[O:20])[CH:4]=[C:5]([CH2:8][NH:9][S:10]([C:13]2[CH:18]=[CH:17][C:16]([CH3:19])=[CH:15][CH:14]=2)(=[O:12])=[O:11])[O:6][CH:7]=1.[OH:21][C:22]1C(=O)C=C(CNS(C2C=CC=CC=2)(=O)=O)OC=1CO. No catalyst specified. The product is [OH:1][C:2]1[C:3](=[O:20])[CH:4]=[C:5]([CH2:8][NH:9][S:10]([C:13]2[CH:18]=[CH:17][C:16]([CH3:19])=[CH:15][CH:14]=2)(=[O:12])=[O:11])[O:6][C:7]=1[CH2:22][OH:21]. The yield is 0.453. (3) The reactants are C(OC([N:8]1[CH2:13][CH2:12][CH:11]([C:14]2[C:18]3[CH:19]=[CH:20][CH:21]=[C:22]([C:23]([F:26])([F:25])[F:24])[C:17]=3[O:16][N:15]=2)[CH2:10][CH2:9]1)=O)(C)(C)C.Cl.CCOCC. The catalyst is CO. The product is [NH:8]1[CH2:13][CH2:12][CH:11]([C:14]2[C:18]3[CH:19]=[CH:20][CH:21]=[C:22]([C:23]([F:26])([F:25])[F:24])[C:17]=3[O:16][N:15]=2)[CH2:10][CH2:9]1. The yield is 0.880. (4) The reactants are [Br:1][CH2:2][CH2:3][CH2:4][CH2:5][CH2:6][CH2:7][CH2:8][CH2:9][CH2:10][CH2:11][CH2:12][CH3:13].[CH3:14][N:15]1[CH:19]=[CH:18][N:17]=[CH:16]1. No catalyst specified. The product is [Br-:1].[CH2:2]([N+:17]1[CH:18]=[CH:19][N:15]([CH3:14])[CH:16]=1)[CH2:3][CH2:4][CH2:5][CH2:6][CH2:7][CH2:8][CH2:9][CH2:10][CH2:11][CH2:12][CH3:13]. The yield is 0.830. (5) The reactants are [CH2:1]([C:13]1[CH:18]=[C:17]([CH2:19][CH3:20])[C:16]([NH2:21])=[C:15]([CH2:22][CH3:23])[CH:14]=1)[C:2]1[CH:7]=[C:6]([CH2:8][CH3:9])[C:5]([NH2:10])=[C:4]([CH2:11][CH3:12])[CH:3]=1.[CH2:24]([C:26]([CH3:28])=O)[CH3:25]. The catalyst is [Pt].O1CCCC1. The product is [CH:24]([NH:21][C:16]1[C:17]([CH2:19][CH3:20])=[CH:18][C:13]([CH2:1][C:2]2[CH:7]=[C:6]([CH2:8][CH3:9])[C:5]([NH:10][CH:1]([CH2:2][CH3:3])[CH3:13])=[C:4]([CH2:11][CH3:12])[CH:3]=2)=[CH:14][C:15]=1[CH2:22][CH3:23])([CH2:26][CH3:28])[CH3:25]. The yield is 0.860. (6) The reactants are [NH2:1][C:2]12[CH2:9][C:6]([C:10]([O:12][CH3:13])=[O:11])([CH2:7][CH2:8]1)[CH2:5][CH2:4][CH2:3]2.[CH3:14][C:15]1[N:20]=[C:19]([C:21](O)=[O:22])[CH:18]=[N:17][CH:16]=1.C1CN([P+](ON2N=NC3C=CC=CC2=3)(N2CCCC2)N2CCCC2)CC1.F[P-](F)(F)(F)(F)F.O. The catalyst is C(Cl)Cl. The product is [CH3:14][C:15]1[N:20]=[C:19]([C:21]([NH:1][C:2]23[CH2:9][C:6]([C:10]([O:12][CH3:13])=[O:11])([CH2:7][CH2:8]2)[CH2:5][CH2:4][CH2:3]3)=[O:22])[CH:18]=[N:17][CH:16]=1. The yield is 0.790.